The task is: Predict the product of the given reaction.. This data is from Forward reaction prediction with 1.9M reactions from USPTO patents (1976-2016). (1) Given the reactants C(N(C(C)C)CC)(C)C.[F:10]C(F)(S(F)(=O)=O)C(F)(F)C(F)(F)C(F)(F)F.F.F.F.C(N(CC)CC)C.O[CH2:38][CH2:39][CH2:40][O:41][C:42]1[CH:47]=[CH:46][C:45]([C:48]2[C:58]([CH2:59][C:60]([N:62]([CH2:65][CH3:66])[CH2:63][CH3:64])=[O:61])=[C:51]3[N:52]=[C:53]([CH3:57])[CH:54]=[C:55]([CH3:56])[N:50]3[N:49]=2)=[CH:44][CH:43]=1, predict the reaction product. The product is: [F:10][CH2:38][CH2:39][CH2:40][O:41][C:42]1[CH:47]=[CH:46][C:45]([C:48]2[C:58]([CH2:59][C:60]([N:62]([CH2:65][CH3:66])[CH2:63][CH3:64])=[O:61])=[C:51]3[N:52]=[C:53]([CH3:57])[CH:54]=[C:55]([CH3:56])[N:50]3[N:49]=2)=[CH:44][CH:43]=1. (2) Given the reactants [NH2:1][C:2]1[C:7]([F:8])=[C:6]([C:9]2[C:17]3[O:16][C:15]([F:19])([F:18])[O:14][C:13]=3[C:12]([Si](C)(C)C)=[CH:11][CH:10]=2)[N:5]=[C:4]([C:24]([O:26][CH3:27])=[O:25])[C:3]=1[Cl:28].[I:29]Cl.OS([O-])=O.[Na+].C(OCC)(=O)C, predict the reaction product. The product is: [NH2:1][C:2]1[C:7]([F:8])=[C:6]([C:9]2[C:17]3[O:16][C:15]([F:19])([F:18])[O:14][C:13]=3[C:12]([I:29])=[CH:11][CH:10]=2)[N:5]=[C:4]([C:24]([O:26][CH3:27])=[O:25])[C:3]=1[Cl:28]. (3) Given the reactants [CH3:1][NH:2][C:3]1[C:4]([N+:13]([O-])=O)=[C:5]2[C:10](=[CH:11][CH:12]=1)[N:9]=[CH:8][CH:7]=[N:6]2.O.NN, predict the reaction product. The product is: [CH3:1][NH:2][C:3]1[C:4]([NH2:13])=[C:5]2[C:10](=[CH:11][CH:12]=1)[N:9]=[CH:8][CH:7]=[N:6]2. (4) Given the reactants [Cl:1][C:2]1[C:3]([F:31])=[C:4]([F:30])[CH:5]=[C:6]2[C:11]=1[N:10]([C:12]1[CH:17]=[CH:16][C:15]([CH2:18][N:19]3[CH2:23][CH2:22][CH2:21][CH2:20]3)=[CH:14][CH:13]=1)[CH:9]=[C:8]([C:24]([O:26][CH2:27][CH3:28])=[O:25])[C:7]2=[O:29].[F:32]C1C=C(N2CCCC2)C=CC=1NC, predict the reaction product. The product is: [Cl:1][C:2]1[C:3]([F:31])=[C:4]([F:30])[CH:5]=[C:6]2[C:11]=1[N:10]([C:12]1[CH:17]=[CH:16][C:15]([CH2:18][N:19]3[CH2:23][CH2:22][CH2:21][CH2:20]3)=[CH:14][C:13]=1[F:32])[CH:9]=[C:8]([C:24]([O:26][CH2:27][CH3:28])=[O:25])[C:7]2=[O:29]. (5) Given the reactants [H-].C[O:3]CCO[Al+]OCCOC.[Na+].[H-].[Br:15][C:16]1[CH:21]=[CH:20][C:19]([S:22][CH:23]2[CH2:25][CH2:24]2)=[C:18]([Cl:26])[CH:17]=1.CO.[OH2:29], predict the reaction product. The product is: [Br:15][C:16]1[CH:21]=[CH:20][C:19]([S:22]([CH:23]2[CH2:24][CH2:25]2)(=[O:3])=[O:29])=[C:18]([Cl:26])[CH:17]=1. (6) Given the reactants [Mg].BrCCBr.Br[C:7]1[CH:12]=[CH:11][C:10]([C:13]2[N:17]([C:18]3[CH:23]=[CH:22][CH:21]=[CH:20][CH:19]=3)[C:16]3[CH:24]=[CH:25][CH:26]=[CH:27][C:15]=3[N:14]=2)=[CH:9][CH:8]=1.[Br:28][C:29]1[CH:37]=[CH:36][C:32]([C:33](Cl)=[O:34])=[CH:31][CH:30]=1.Cl, predict the reaction product. The product is: [Br:28][C:29]1[CH:37]=[CH:36][C:32]([C:33]([C:7]2[CH:12]=[CH:11][C:10]([C:13]3[N:17]([C:18]4[CH:19]=[CH:20][CH:21]=[CH:22][CH:23]=4)[C:16]4[CH:24]=[CH:25][CH:26]=[CH:27][C:15]=4[N:14]=3)=[CH:9][CH:8]=2)=[O:34])=[CH:31][CH:30]=1. (7) The product is: [O:35]=[S:2]1(=[O:1])[CH2:7][CH2:6][CH2:5][CH2:4][N:3]1[CH2:8][CH2:9][N:10]1[C:19]2[C:14](=[N:15][CH:16]=[C:17]([CH2:20][C:21]3[CH:26]=[CH:25][C:24]([F:27])=[CH:23][CH:22]=3)[CH:18]=2)[C:13]([OH:28])=[C:12]([C:29]([NH:40][CH2:39][CH2:38][O:37][CH3:36])=[O:30])[C:11]1=[O:34]. Given the reactants [O:1]=[S:2]1(=[O:35])[CH2:7][CH2:6][CH2:5][CH2:4][N:3]1[CH2:8][CH2:9][N:10]1[C:19]2[C:14](=[N:15][CH:16]=[C:17]([CH2:20][C:21]3[CH:26]=[CH:25][C:24]([F:27])=[CH:23][CH:22]=3)[CH:18]=2)[C:13]([OH:28])=[C:12]([C:29](OCC)=[O:30])[C:11]1=[O:34].[CH3:36][O:37][CH2:38][CH2:39][NH2:40], predict the reaction product. (8) Given the reactants [NH2:1][CH:2]1[CH2:7][CH2:6][N:5]([CH2:8][C@H:9]2[N:19]3[C:20]4[N:11]([C:12](=[O:22])[CH:13]=[CH:14][C:15]=4[CH:16]=[CH:17][C:18]3=[O:21])[CH2:10]2)[CH2:4][CH2:3]1.[F:23][C:24]1[C:32]2[N:31]=[C:30]([CH:33]=O)[NH:29][C:28]=2[CH:27]=[CH:26][CH:25]=1.C(=O)(O)[O-].[Na+].S([O-])([O-])(=O)=O.[Na+].[Na+].C(O[BH-](OC(=O)C)OC(=O)C)(=O)C.[Na+].C(Cl)[Cl:62], predict the reaction product. The product is: [ClH:62].[ClH:62].[F:23][C:24]1[C:32]2[N:31]=[C:30]([CH2:33][NH:1][CH:2]3[CH2:3][CH2:4][N:5]([CH2:8][C@H:9]4[N:19]5[C:20]6[N:11]([C:12](=[O:22])[CH:13]=[CH:14][C:15]=6[CH:16]=[CH:17][C:18]5=[O:21])[CH2:10]4)[CH2:6][CH2:7]3)[NH:29][C:28]=2[CH:27]=[CH:26][CH:25]=1.